Dataset: Full USPTO retrosynthesis dataset with 1.9M reactions from patents (1976-2016). Task: Predict the reactants needed to synthesize the given product. Given the product [I:1][C:2]1[CH:12]=[N:11][C:5]2[NH:6][CH2:7][C:8](=[O:10])[N:9]([CH2:34][O:35][CH2:36][CH2:37][Si:38]([CH3:41])([CH3:40])[CH3:39])[C:4]=2[CH:3]=1, predict the reactants needed to synthesize it. The reactants are: [I:1][C:2]1[CH:12]=[N:11][C:5]2[NH:6][CH2:7][C:8](=[O:10])[NH:9][C:4]=2[CH:3]=1.CN(C)C=O.C[Si](C)(C)N[Si](C)(C)C.[K].O1CCCC1.Cl[CH2:34][O:35][CH2:36][CH2:37][Si:38]([CH3:41])([CH3:40])[CH3:39].